Task: Predict the reactants needed to synthesize the given product.. Dataset: Retrosynthesis with 50K atom-mapped reactions and 10 reaction types from USPTO (1) Given the product CC(=O)Nc1ccc(C(O)C(C)C)cc1[N+](=O)[O-], predict the reactants needed to synthesize it. The reactants are: CC(=O)Nc1ccc(C(=O)C(C)C)cc1[N+](=O)[O-]. (2) Given the product CC(C)(O)CNc1c([N+](=O)[O-])cnc2ccccc12, predict the reactants needed to synthesize it. The reactants are: CC(C)(O)CN.O=[N+]([O-])c1cnc2ccccc2c1Cl.